This data is from Reaction yield outcomes from USPTO patents with 853,638 reactions. The task is: Predict the reaction yield, written as a fraction of the theoretical maximum amount of product (1.0 means a 100% yield; for example, 0.34 means a 34% yield). (1) The reactants are [F:1][CH:2]([F:11])[C:3](=[O:10])[CH2:4][C:5]([O:7][CH2:8][CH3:9])=[O:6].[BH4-].[Na+]. The catalyst is C1(C)C=CC=CC=1. The product is [F:1][CH:2]([F:11])[CH:3]([OH:10])[CH2:4][C:5]([O:7][CH2:8][CH3:9])=[O:6]. The yield is 0.760. (2) The reactants are [CH3:1][O:2][C:3](=[O:24])[C:4]1[CH:9]=[C:8]([F:10])[C:7]([CH2:11][NH:12][CH:13]=O)=[N:6][C:5]=1[NH:15][C:16]1[CH:21]=[CH:20][C:19]([I:22])=[CH:18][C:17]=1[F:23].P(Cl)(Cl)(Cl)=O. The catalyst is C1(C)C=CC=CC=1. The product is [CH3:1][O:2][C:3]([C:4]1[CH:9]=[C:8]([F:10])[C:7]2[N:6]([CH:13]=[N:12][CH:11]=2)[C:5]=1[NH:15][C:16]1[CH:21]=[CH:20][C:19]([I:22])=[CH:18][C:17]=1[F:23])=[O:24]. The yield is 0.390. (3) The reactants are [CH:1]1([C:6]([C:8]2[CH:13]=[C:12]([CH3:14])[CH:11]=[CH:10][C:9]=2[NH:15][C:16]([NH:18][C:19]2[S:20][CH:21]=[C:22]([CH2:24][OH:25])[N:23]=2)=[O:17])=[O:7])[CH2:5][CH2:4][CH2:3][CH2:2]1.CCN(CC)CC.CS(C)=O.N1C=CC=CC=1.S(=O)(=O)=O. The catalyst is C(Cl)Cl.O. The product is [CH:1]1([C:6]([C:8]2[CH:13]=[C:12]([CH3:14])[CH:11]=[CH:10][C:9]=2[NH:15][C:16]([NH:18][C:19]2[S:20][CH:21]=[C:22]([CH:24]=[O:25])[N:23]=2)=[O:17])=[O:7])[CH2:5][CH2:4][CH2:3][CH2:2]1. The yield is 0.860. (4) The reactants are [C:1]([O:5][C:6]([NH:8][CH2:9][CH2:10][CH:11]([OH:15])[C:12]([OH:14])=[O:13])=[O:7])([CH3:4])([CH3:3])[CH3:2].[CH3:16]CN=C=NCCCN(C)C.C1C=CC2N(O)N=NC=2C=1.CCN(C(C)C)C(C)C. The catalyst is CO. The product is [C:1]([O:5][C:6]([NH:8][CH2:9][CH2:10][CH:11]([OH:15])[C:12]([O:14][CH3:16])=[O:13])=[O:7])([CH3:4])([CH3:2])[CH3:3]. The yield is 0.710. (5) The reactants are Cl[C:2]1[C:3](=[O:26])[C:4](=[O:25])[C:5]=1[NH:6][C:7]1[CH:12]=[CH:11][C:10]([Cl:13])=[C:9]([S:14]([N:17]2[CH2:22][CH2:21][N:20]([CH3:23])[CH2:19][CH2:18]2)(=[O:16])=[O:15])[C:8]=1[OH:24].[NH2:27][C:28]1[CH:33]=[CH:32][CH:31]=[CH:30][CH:29]=1.O.Cl. The catalyst is CN(C=O)C. The product is [Cl:13][C:10]1[CH:11]=[CH:12][C:7]([NH:6][C:5]2[C:4](=[O:25])[C:3](=[O:26])[C:2]=2[NH:27][C:28]2[CH:33]=[CH:32][CH:31]=[CH:30][CH:29]=2)=[C:8]([OH:24])[C:9]=1[S:14]([N:17]1[CH2:22][CH2:21][N:20]([CH3:23])[CH2:19][CH2:18]1)(=[O:16])=[O:15]. The yield is 0.420.